From a dataset of Full USPTO retrosynthesis dataset with 1.9M reactions from patents (1976-2016). Predict the reactants needed to synthesize the given product. (1) Given the product [C:3]([NH:6][C:7]1[C:8]2[NH:32][C:33](=[O:36])[CH2:34][N:14]3[C:15]4[CH:16]=[C:17]([C:28]([O:30][CH3:31])=[O:29])[CH:18]=[CH:19][C:20]=4[C:21]([CH:22]4[CH2:27][CH2:26][CH2:25][CH2:24][CH2:23]4)=[C:13]3[C:9]=2[CH:10]=[CH:11][CH:12]=1)(=[O:5])[CH3:4], predict the reactants needed to synthesize it. The reactants are: [H-].[Na+].[C:3]([NH:6][C:7]1[C:8]([NH:32][C:33](=[O:36])[CH2:34]Cl)=[C:9]([C:13]2[NH:14][C:15]3[C:20]([C:21]=2[CH:22]2[CH2:27][CH2:26][CH2:25][CH2:24][CH2:23]2)=[CH:19][CH:18]=[C:17]([C:28]([O:30][CH3:31])=[O:29])[CH:16]=3)[CH:10]=[CH:11][CH:12]=1)(=[O:5])[CH3:4]. (2) Given the product [Br:12][CH2:10][C:9]1([C:3]2[CH:4]=[CH:5][C:6]([F:8])=[CH:7][C:2]=2[F:1])[O:11][CH:17]([S:16][CH2:14][CH3:15])[CH2:18][O:21]1, predict the reactants needed to synthesize it. The reactants are: [F:1][C:2]1[CH:7]=[C:6]([F:8])[CH:5]=[CH:4][C:3]=1[C:9](=[O:11])[CH3:10].[Br:12]Br.[CH2:14]([S:16][CH2:17][CH:18]([OH:21])CO)[CH3:15].O.C1(C)C=CC(S(O)(=O)=O)=CC=1.